This data is from Antibody developability classification from SAbDab with 2,409 antibodies. The task is: Regression/Classification. Given an antibody's heavy chain and light chain sequences, predict its developability. TAP uses regression for 5 developability metrics; SAbDab uses binary classification. (1) The antibody is ['QVQLVQSGAEVKNPGASVKVSCAPSGYTFTDFYIHWVRLAPGQGLEWLGWMNPKTGRTNQGQNFQGRVTMTRDTSIGTAYMELRSLTSDDTAVYYCVTGAWISDYYDSSYYPNFDHWGQGTLVTVSG', 'LPVLTQPASVSGSPGQSITISCTGTIYDVGKFDLVSWYQHHPGKAPKYLIYEVKKWPSGVSHRFSGSKSGNTASLTISGLQVEDEADYYCCSFGGSAAVVCGGGTKVTVL']. Result: 0 (not developable). (2) The antibody is ['QVQLQQSGPGLVKPSQTLSLTCAISGDSVSSYNAVWNWIRQSPSRGLEWLGRTYYRSGWYNDYAESVKSRITINPDTSKNQFSLQLNSVTPEDTAVYYCARSGHITVFGVNVDAFDMWGQGTMVTVSS', 'DIQMTQSPSSLSASVGDRVTITCRTSQSLSSYTHWYQQKPGKAPKLLIYAASSRGSGVPSRFSGSGSGTDFTLTISSLQPEDFATYYCQQSRTFGQGTKVEIK']. Result: 1 (developable). (3) The antibody is ['EVQLVQSGGGLVKPGGSLRLSCAASGFTFSSYAMSWVRQAPGKGLEWVSAISGSGGSTYYADSVKGRFTISRDNSKNTLYLQMSSLRAEDTAVYYCVKDLGIAARRFVSGAFDIWGQGTMVTVSS', 'EIVLTQSPGTLSLSPGERATLSCRASQSVSSSYLAWYQQKPGQAPRLLIYGASTRATGIPARFSGSGSGTDFTLTINSLEPEDFAVYYCQQRSNWPPGYTFGQGTKVEIT']. Result: 0 (not developable). (4) The antibody is ['QVQLLESGAELVKPGASVKLSCKASGYTFTSYWMHWVKQRPGRGLEWIGMIDPNSGGTKYNEKFKSKATLTVDKPSNTAYMQLSSLTSEDSAVYYCTRRDMDYWGAGTTVTVSS', 'ELVMTQTPKFMSTTVGDRVSITCKASQNVGTPVAWYQQKPGQSPKLLIYSASNRYTGVPDRFTGSGSGTDFTLTISNMQSEDLADYFCQQYSSYPLTFGGGTKVEIK']. Result: 1 (developable). (5) The antibody is ['QVQLLESGAVLARPGTSVKISCKASGFNIKDYYMHWVKQRPGQGLEWIGGNDPANGHSMYDPKFQGRVTITADTSTSTVFMELSSLRSEDTAVYYCARDSGYAMDYWGQGTLVTVSS', 'DIQMTQSPSSLSASVGDRVTITCKASQDIKSFLSWYQQKPEKAPKSLIYYATSLADGVPSRFSGSGSGTDYTLTISSLQPEDFATYYCLQHGESPYTFGGGTKVEIK']. Result: 0 (not developable). (6) The antibody is ['EVKLVESGGGLVQPGGSLRLSCATSGFTFSDFYMEWVRQPPGKRLEWIAASRNKGNKYTTEYSASVKGRFIVSRDTSQSILYLQMNALRAEDTAIYYCARNYYGSTWYFDVWGAGTTVTVSS', 'DIVMTQSPSSLSVSAGERVTMSCKSSQSLLNSGNQKNFLAWYQQKPGQPPKLLIYGASTRESGVPDRFTGSGSGTDFTLTISSVQAEDLAVYYCQNDHSYPLTFGAGTKLEIK']. Result: 0 (not developable).